From a dataset of Peptide-MHC class I binding affinity with 185,985 pairs from IEDB/IMGT. Regression. Given a peptide amino acid sequence and an MHC pseudo amino acid sequence, predict their binding affinity value. This is MHC class I binding data. (1) The peptide sequence is IPRRIRQGL. The MHC is HLA-B07:02 with pseudo-sequence HLA-B07:02. The binding affinity (normalized) is 0.730. (2) The peptide sequence is EVMPVSMAK. The MHC is HLA-B15:42 with pseudo-sequence HLA-B15:42. The binding affinity (normalized) is 0.213. (3) The peptide sequence is RPGPVKFSL. The MHC is HLA-A26:01 with pseudo-sequence HLA-A26:01. The binding affinity (normalized) is 0.0847. (4) The peptide sequence is ISKIYTLIY. The MHC is HLA-A33:01 with pseudo-sequence HLA-A33:01. The binding affinity (normalized) is 0.410.